This data is from Forward reaction prediction with 1.9M reactions from USPTO patents (1976-2016). The task is: Predict the product of the given reaction. Given the reactants [CH2:1]([O:8][C:9]1[C:10]([C:29]([OH:31])=O)=[N:11][C:12]([CH2:16][C:17]2([C:22]3[CH:27]=[CH:26][C:25]([Cl:28])=[CH:24][CH:23]=3)[CH2:21][CH2:20][CH2:19][CH2:18]2)=[N:13][C:14]=1[OH:15])[C:2]1[CH:7]=[CH:6][CH:5]=[CH:4][CH:3]=1.[Si:32]([O:39][CH2:40][CH2:41][NH:42][CH:43]([CH3:48])[C:44]([F:47])([F:46])[F:45])([C:35]([CH3:38])([CH3:37])[CH3:36])([CH3:34])[CH3:33].O=P(Cl)(Cl)Cl.C(O)CO.C(=O)=O, predict the reaction product. The product is: [CH2:1]([O:8][C:9]1[C:10]([C:29]([N:42]([CH2:41][CH2:40][O:39][Si:32]([C:35]([CH3:36])([CH3:38])[CH3:37])([CH3:34])[CH3:33])[CH:43]([CH3:48])[C:44]([F:46])([F:45])[F:47])=[O:31])=[N:11][C:12]([CH2:16][C:17]2([C:22]3[CH:23]=[CH:24][C:25]([Cl:28])=[CH:26][CH:27]=3)[CH2:21][CH2:20][CH2:19][CH2:18]2)=[N:13][C:14]=1[OH:15])[C:2]1[CH:7]=[CH:6][CH:5]=[CH:4][CH:3]=1.